Dataset: Catalyst prediction with 721,799 reactions and 888 catalyst types from USPTO. Task: Predict which catalyst facilitates the given reaction. (1) Reactant: C(Cl)(=O)C(Cl)=O.CS(C)=O.[OH:11][CH2:12][CH:13]([O:28][CH2:29][O:30][CH3:31])[CH2:14][N:15]1[C:24]2[C:19](=[CH:20][CH:21]=[C:22]([O:25][CH3:26])[CH:23]=2)[N:18]=[CH:17][C:16]1=[O:27].C(N(CC)CC)C. Product: [CH3:31][O:30][CH2:29][O:28][CH:13]([CH2:14][N:15]1[C:24]2[C:19](=[CH:20][CH:21]=[C:22]([O:25][CH3:26])[CH:23]=2)[N:18]=[CH:17][C:16]1=[O:27])[CH:12]=[O:11]. The catalyst class is: 4. (2) Reactant: [Cl:1][C:2]1[N:7]=[C:6](Cl)[C:5]([F:9])=[CH:4][N:3]=1.N#N.[CH3:12][O:13][C:14]([C:16]1[CH:17]=[C:18]([CH:20]=[CH:21][C:22]=1[O:23][CH3:24])[NH2:19])=[O:15].Cl. Product: [Cl:1][C:2]1[N:7]=[C:6]([NH:19][C:18]2[CH:20]=[CH:21][C:22]([O:23][CH3:24])=[C:16]([C:14]([O:13][CH3:12])=[O:15])[CH:17]=2)[C:5]([F:9])=[CH:4][N:3]=1. The catalyst class is: 72. (3) Reactant: [C:1]([O:5][C:6]([NH:8][CH:9]([C:13]1[CH:18]=[CH:17][CH:16]=[C:15]([F:19])[CH:14]=1)[C:10]([OH:12])=[O:11])=[O:7])([CH3:4])([CH3:3])[CH3:2].C(=NC1CCCCC1)=NC1CCCCC1.N1(O)C2C=CC=CC=2N=N1.[N:45]12[CH2:52][CH2:51][CH:48]([CH2:49][CH2:50]1)[C@@H:47](O)[CH2:46]2. Product: [C:1]([O:5][C:6]([NH:8][CH:9]([C:13]1[CH:18]=[CH:17][CH:16]=[C:15]([F:19])[CH:14]=1)[C:10]([O:12][C@@H:47]1[CH:48]2[CH2:51][CH2:52][N:45]([CH2:50][CH2:49]2)[CH2:46]1)=[O:11])=[O:7])([CH3:4])([CH3:2])[CH3:3]. The catalyst class is: 1. (4) Reactant: [F:1][C:2]1[C:3]([I:31])=[C:4]2[C:14]3[C:9](=[CH:10][N:11]=[C:12]([C:15]4[CH:16]=[N:17][CH:18]=[CH:19][CH:20]=4)[CH:13]=3)[N:8](S(C3C=CC(C)=CC=3)(=O)=O)[C:5]2=[N:6][CH:7]=1.CO.[OH-].[Li+].Cl. Product: [F:1][C:2]1[C:3]([I:31])=[C:4]2[C:14]3[C:9](=[CH:10][N:11]=[C:12]([C:15]4[CH:16]=[N:17][CH:18]=[CH:19][CH:20]=4)[CH:13]=3)[NH:8][C:5]2=[N:6][CH:7]=1. The catalyst class is: 132. (5) The catalyst class is: 31. Reactant: [C:1]1([CH2:7][CH2:8][NH:9][CH2:10][CH2:11][CH2:12][CH2:13][CH2:14][CH2:15][CH3:16])[CH:6]=[CH:5][CH:4]=[CH:3][CH:2]=1.[CH3:17][O:18][C:19]([C:21]1[CH:38]=[CH:37][CH:36]=[CH:35][C:22]=1[O:23][CH2:24][C:25]1[CH:30]=[CH:29][C:28]([CH2:31][C:32]([OH:34])=O)=[CH:27][CH:26]=1)=[O:20].F[B-](F)(F)F.N1(OC(N(C)C)=[N+](C)C)C2C=CC=CC=2N=N1.C(N(C(C)C)C(C)C)C. Product: [CH2:10]([N:9]([CH2:8][CH2:7][C:1]1[CH:2]=[CH:3][CH:4]=[CH:5][CH:6]=1)[C:32](=[O:34])[CH2:31][C:28]1[CH:27]=[CH:26][C:25]([CH2:24][O:23][C:22]2[CH:35]=[CH:36][CH:37]=[CH:38][C:21]=2[C:19]([O:18][CH3:17])=[O:20])=[CH:30][CH:29]=1)[CH2:11][CH2:12][CH2:13][CH2:14][CH2:15][CH3:16]. (6) Reactant: [CH:1](=O)[C:2]1[CH:7]=[CH:6][CH:5]=[CH:4][CH:3]=1.[NH2:9][CH2:10][C:11]1[O:15][N:14]=[C:13]([C:16]2[CH:21]=[CH:20][CH:19]=[CH:18][N:17]=2)[CH:12]=1. Product: [N:17]1[CH:18]=[CH:19][CH:20]=[CH:21][C:16]=1[C:13]1[CH:12]=[C:11]([CH2:10]/[N:9]=[CH:1]/[C:2]2[CH:7]=[CH:6][CH:5]=[CH:4][CH:3]=2)[O:15][N:14]=1. The catalyst class is: 2.